Dataset: Retrosynthesis with 50K atom-mapped reactions and 10 reaction types from USPTO. Task: Predict the reactants needed to synthesize the given product. (1) Given the product Cn1c(=O)oc2cc(N)cc(F)c21, predict the reactants needed to synthesize it. The reactants are: Cn1c(=O)oc2cc([N+](=O)[O-])cc(F)c21. (2) Given the product COc1nc(N)ncc1B1OC(C)(C)C(C)(C)O1, predict the reactants needed to synthesize it. The reactants are: CC1(C)OB(B2OC(C)(C)C(C)(C)O2)OC1(C)C.COc1nc(N)ncc1Br. (3) The reactants are: CC(C)O.COc1cc(C(=O)N2CCC3(CC2)Oc2ccccc2C(O)C3C)ccc1OC(C)C. Given the product COc1cc(C(=O)N2CCC3(CC2)Oc2ccccc2C(OC(C)C)C3C)ccc1OC(C)C, predict the reactants needed to synthesize it. (4) Given the product Nc1cc(CO)cc(C(F)(F)F)c1, predict the reactants needed to synthesize it. The reactants are: O=[N+]([O-])c1cc(CO)cc(C(F)(F)F)c1. (5) Given the product CCCc1nc2c(Cl)cc(N3Cc4ccccc4C3=O)cc2n1Cc1ccc(-c2ccccc2-c2nnn[nH]2)cc1, predict the reactants needed to synthesize it. The reactants are: CCCc1nc2c(Cl)cc(N3Cc4ccccc4C3=O)cc2n1Cc1ccc(-c2ccccc2C#N)cc1.[N-]=[N+]=[N-]. (6) Given the product COc1ccc(C(=O)NC2CN3CCC2CC3)c(OC)c1, predict the reactants needed to synthesize it. The reactants are: COc1ccc(C(=O)Cl)c(OC)c1.NC1CN2CCC1CC2. (7) Given the product O=C(c1ccc(Br)cc1)c1ccc(-c2ccc(CBr)cc2)s1, predict the reactants needed to synthesize it. The reactants are: Cc1ccc(-c2ccc(C(=O)c3ccc(Br)cc3)s2)cc1.O=C1CCC(=O)N1Br. (8) Given the product COC(=O)[C@@H]1CCC(=O)N1Cc1ccc([N+](=O)[O-])cc1, predict the reactants needed to synthesize it. The reactants are: COC(=O)[C@@H]1CCC(=O)N1.O=[N+]([O-])c1ccc(CBr)cc1. (9) Given the product Cc1nc2c3c(c(C(=O)NCC(O)CO)cc2n1C)CCC(c1ccccc1)O3, predict the reactants needed to synthesize it. The reactants are: Cc1nc2c3c(c(C(=O)O)cc2n1C)CCC(c1ccccc1)O3.NCC(O)CO.